Dataset: Reaction yield outcomes from USPTO patents with 853,638 reactions. Task: Predict the reaction yield, written as a fraction of the theoretical maximum amount of product (1.0 means a 100% yield; for example, 0.34 means a 34% yield). (1) The reactants are [C:1]([O:5][C:6]([N:8]1[CH2:13][CH2:12][CH:11]([OH:14])[CH2:10][CH2:9]1)=[O:7])([CH3:4])([CH3:3])[CH3:2].C(N(CC)CC)C.[CH3:22][S:23](Cl)(=[O:25])=[O:24].O. The catalyst is C1COCC1. The product is [C:1]([O:5][C:6]([N:8]1[CH2:13][CH2:12][CH:11]([O:14][S:23]([CH3:22])(=[O:25])=[O:24])[CH2:10][CH2:9]1)=[O:7])([CH3:4])([CH3:2])[CH3:3]. The yield is 0.920. (2) The reactants are [CH3:1][C:2]1[C:7]([OH:8])=[CH:6][CH:5]=[C:4]([CH3:9])[N:3]=1.C(=O)([O-])[O-].[Cs+].[Cs+].FC(F)(F)S(O[CH2:22][C:23]([F:26])([F:25])[F:24])(=O)=O.O. The catalyst is CN(C=O)C. The product is [CH3:1][C:2]1[C:7]([O:8][CH2:22][C:23]([F:26])([F:25])[F:24])=[CH:6][CH:5]=[C:4]([CH3:9])[N:3]=1. The yield is 1.00. (3) The catalyst is CN(C=O)C.O. The yield is 0.590. The product is [O:1]=[S:2]1(=[O:28])[C:8]2[CH:9]=[C:10]([O:14][CH3:15])[C:11]([S:37][CH2:36][C:35]([OH:39])=[O:38])=[CH:12][C:7]=2[N:6]([C:16]2[CH:21]=[CH:20][CH:19]=[CH:18][CH:17]=2)[CH2:5][C:4]([CH2:24][CH2:25][CH2:26][CH3:27])([CH2:22][CH3:23])[CH2:3]1. The reactants are [O:1]=[S:2]1(=[O:28])[C:8]2[CH:9]=[C:10]([O:14][CH3:15])[C:11](Br)=[CH:12][C:7]=2[N:6]([C:16]2[CH:21]=[CH:20][CH:19]=[CH:18][CH:17]=2)[CH2:5][C:4]([CH2:24][CH2:25][CH2:26][CH3:27])([CH2:22][CH3:23])[CH2:3]1.C([O-])([O-])=O.[Cs+].[Cs+].[C:35]([O:39]CC)(=[O:38])[CH2:36][SH:37]. (4) The reactants are C[O:2][C:3]([CH:5]1[CH2:10][CH2:9][CH2:8][CH:7]([C:11]([C:13]2[CH:18]=[CH:17][C:16]([C:19]3[CH:24]=[CH:23][C:22]([NH2:25])=[CH:21][CH:20]=3)=[CH:15][CH:14]=2)=[O:12])[CH2:6]1)=[O:4].Cl[C:27]1[S:28][C:29]2[CH:35]=[C:34]([Cl:36])[CH:33]=[CH:32][C:30]=2[N:31]=1.[OH-].[Na+].Cl. The catalyst is C(O)CCC.Cl.O1CCOCC1.CO. The product is [Cl:36][C:34]1[CH:33]=[CH:32][C:30]2[N:31]=[C:27]([NH:25][C:22]3[CH:21]=[CH:20][C:19]([C:16]4[CH:17]=[CH:18][C:13]([C:11]([C@@H:7]5[CH2:8][CH2:9][CH2:10][C@H:5]([C:3]([OH:4])=[O:2])[CH2:6]5)=[O:12])=[CH:14][CH:15]=4)=[CH:24][CH:23]=3)[S:28][C:29]=2[CH:35]=1. The yield is 0.234. (5) The reactants are C([O:3][C:4]([C:6]1[N:7]=[CH:8][N:9]([CH2:11][C:12]2[CH:17]=[CH:16][C:15]([CH2:18][N:19]3[CH:23]=[C:22]([CH3:24])[CH:21]=[N:20]3)=[CH:14][CH:13]=2)[CH:10]=1)=[O:5])C.O. The catalyst is C1COCC1. The product is [CH3:24][C:22]1[CH:21]=[N:20][N:19]([CH2:18][C:15]2[CH:16]=[CH:17][C:12]([CH2:11][N:9]3[CH:10]=[C:6]([C:4]([OH:5])=[O:3])[N:7]=[CH:8]3)=[CH:13][CH:14]=2)[CH:23]=1. The yield is 0.510. (6) The reactants are Cl[C:2]1[C:7]([C:8](=O)[CH3:9])=[CH:6][CH:5]=[CH:4][N:3]=1.O.[NH2:12][NH2:13]. The catalyst is C(O)CCC. The product is [CH3:9][C:8]1[C:7]2[C:2](=[N:3][CH:4]=[CH:5][CH:6]=2)[NH:13][N:12]=1. The yield is 0.720. (7) The reactants are [Br:1][C:2]1[S:6][C:5]([S:7](Cl)(=[O:9])=[O:8])=[CH:4][CH:3]=1.C(N(CC)CC)C.[CH3:18][N:19]1[CH2:24][CH2:23][NH:22][CH2:21][CH2:20]1. The catalyst is C1COCC1. The product is [Br:1][C:2]1[S:6][C:5]([S:7]([N:22]2[CH2:23][CH2:24][N:19]([CH3:18])[CH2:20][CH2:21]2)(=[O:9])=[O:8])=[CH:4][CH:3]=1. The yield is 0.840.